Dataset: Reaction yield outcomes from USPTO patents with 853,638 reactions. Task: Predict the reaction yield, written as a fraction of the theoretical maximum amount of product (1.0 means a 100% yield; for example, 0.34 means a 34% yield). (1) The reactants are Cl[C:2]1[C:7]([F:8])=[CH:6][CH:5]=[CH:4][C:3]=1[N+:9]([O-:11])=[O:10].[F:12][C:13]1[CH:18]=[CH:17][C:16](B(O)O)=[CH:15][CH:14]=1.C(=O)([O-])[O-].[Na+].[Na+].[OH-].[Na+]. The catalyst is [Br-].C([N+](CCCC)(CCCC)CCCC)CCC.O.O1CCOCC1.C([O-])(=O)C.C([O-])(=O)C.[Pd+2].C(OCC)C. The product is [F:8][C:7]1[CH:6]=[CH:5][CH:4]=[C:3]([N+:9]([O-:11])=[O:10])[C:2]=1[C:16]1[CH:17]=[CH:18][C:13]([F:12])=[CH:14][CH:15]=1. The yield is 0.570. (2) The reactants are Cl[S:2]([CH2:5][CH2:6][CH2:7][N:8]1[C:12](=[O:13])[C:11]2[CH:14]=[CH:15][CH:16]=[CH:17][C:10]=2[C:9]1=[O:18])(=[O:4])=[O:3].C(N(CC)CC)C.[CH3:26][C:27]([CH3:41])([C@@H:30]([O:33][CH2:34][C:35]1[CH:40]=[CH:39][CH:38]=[CH:37][CH:36]=1)[CH:31]=[CH2:32])[CH2:28][OH:29]. The yield is 0.840. The catalyst is ClCCl.CN(C1C=CN=CC=1)C. The product is [O:18]=[C:9]1[C:10]2[CH:17]=[CH:16][CH:15]=[CH:14][C:11]=2[C:12](=[O:13])[N:8]1[CH2:7][CH2:6][CH2:5][S:2]([O:29][CH2:28][C:27]([CH3:41])([CH3:26])[C@@H:30]([O:33][CH2:34][C:35]1[CH:40]=[CH:39][CH:38]=[CH:37][CH:36]=1)[CH:31]=[CH2:32])(=[O:4])=[O:3].